Dataset: TCR-epitope binding with 47,182 pairs between 192 epitopes and 23,139 TCRs. Task: Binary Classification. Given a T-cell receptor sequence (or CDR3 region) and an epitope sequence, predict whether binding occurs between them. (1) The epitope is ELAGIGILTV. The TCR CDR3 sequence is CASSPPSGVYNEQFF. Result: 0 (the TCR does not bind to the epitope). (2) The epitope is KMKDLSPRW. The TCR CDR3 sequence is CASSLGTGDYGYTF. Result: 0 (the TCR does not bind to the epitope).